Task: Predict the reactants needed to synthesize the given product.. Dataset: Full USPTO retrosynthesis dataset with 1.9M reactions from patents (1976-2016) (1) Given the product [CH3:37][O:38][C:39]1[C:46]([O:47][CH3:48])=[C:45]([O:49][CH3:50])[CH:44]=[C:43]([CH3:51])[C:40]=1[CH:41]([C:19]1[C:20]([O:23][CH3:24])=[N:21][CH:22]=[C:17]([Br:16])[C:18]=1[Cl:25])[OH:42], predict the reactants needed to synthesize it. The reactants are: C([Li])CCC.CC1(C)CCCC(C)(C)N1.[Br:16][C:17]1[C:18]([Cl:25])=[CH:19][C:20]([O:23][CH3:24])=[N:21][CH:22]=1.BrC1C(Cl)=C([Li])C(OC)=NC=1.[CH3:37][O:38][C:39]1[C:46]([O:47][CH3:48])=[C:45]([O:49][CH3:50])[CH:44]=[C:43]([CH3:51])[C:40]=1[CH:41]=[O:42].[Cl-].[NH4+]. (2) Given the product [C:21]1([C:2]2[N:7]=[C:6]([N:8]3[CH2:13][CH2:12][N:11]([C:14]([O:16][C:17]([CH3:20])([CH3:19])[CH3:18])=[O:15])[CH2:10][CH2:9]3)[CH:5]=[CH:4][N:3]=2)[CH:26]=[CH:25][CH:24]=[CH:23][CH:22]=1, predict the reactants needed to synthesize it. The reactants are: Cl[C:2]1[N:7]=[C:6]([N:8]2[CH2:13][CH2:12][N:11]([C:14]([O:16][C:17]([CH3:20])([CH3:19])[CH3:18])=[O:15])[CH2:10][CH2:9]2)[CH:5]=[CH:4][N:3]=1.[C:21]1(OB(O)O)[CH:26]=[CH:25][CH:24]=[CH:23][CH:22]=1.P([O-])([O-])([O-])=O.[K+].[K+].[K+]. (3) The reactants are: [F:1][C:2]1[CH:7]=[CH:6][C:5]([N:8]2[C:12]([C:13](OCC)=[O:14])=[CH:11][N:10]=[CH:9]2)=[CH:4][CH:3]=1.[H-].C([Al+]CC(C)C)C(C)C.O.O.O.O.O.O.O.O.O.O.S([O-])([O-])(=O)=O.[Na+].[Na+]. Given the product [F:1][C:2]1[CH:3]=[CH:4][C:5]([N:8]2[C:12]([CH2:13][OH:14])=[CH:11][N:10]=[CH:9]2)=[CH:6][CH:7]=1, predict the reactants needed to synthesize it. (4) Given the product [C:10]([C:12]1[C:13]([N:26]2[CH2:27][CH2:28][CH:29]([C:32]([NH:68][S:65]([CH2:64][CH:61]3[CH2:62][CH2:63][CH:58]([CH3:57])[CH2:59][CH2:60]3)(=[O:66])=[O:67])=[O:34])[CH2:30][CH2:31]2)=[N:14][C:15]([CH:23]([F:25])[F:24])=[C:16]([CH:17]=1)[C:18]([O:20][CH2:21][CH3:22])=[O:19])#[N:11], predict the reactants needed to synthesize it. The reactants are: CCN(C(C)C)C(C)C.[C:10]([C:12]1[C:13]([N:26]2[CH2:31][CH2:30][CH:29]([C:32]([OH:34])=O)[CH2:28][CH2:27]2)=[N:14][C:15]([CH:23]([F:25])[F:24])=[C:16]([C:18]([O:20][CH2:21][CH3:22])=[O:19])[CH:17]=1)#[N:11].CN(C(ON1N=NC2C=CC=CC1=2)=[N+](C)C)C.[B-](F)(F)(F)F.[CH3:57][CH:58]1[CH2:63][CH2:62][CH:61]([CH2:64][S:65]([NH2:68])(=[O:67])=[O:66])[CH2:60][CH2:59]1. (5) The reactants are: [Cl:1][C:2]1[CH:3]=[C:4]([CH2:9][CH2:10][CH2:11][C:12]2[CH:13]=[CH:14][C:15]([N+:19]([O-])=O)=[C:16]([OH:18])[CH:17]=2)[CH:5]=[CH:6][C:7]=1[Cl:8]. Given the product [NH2:19][C:15]1[CH:14]=[CH:13][C:12]([CH2:11][CH2:10][CH2:9][C:4]2[CH:5]=[CH:6][C:7]([Cl:8])=[C:2]([Cl:1])[CH:3]=2)=[CH:17][C:16]=1[OH:18], predict the reactants needed to synthesize it.